From a dataset of Full USPTO retrosynthesis dataset with 1.9M reactions from patents (1976-2016). Predict the reactants needed to synthesize the given product. Given the product [N:37]1([CH2:1][C:3]2[S:7][C:6]([C:8]3[CH:9]=[C:10]4[C:14](=[C:15]([C:17]([NH2:19])=[O:18])[CH:16]=3)[NH:13][CH:12]=[C:11]4[CH:20]3[CH2:25][CH2:24][N:23]([S:26]([CH2:29][CH2:30][CH2:31][N:32]4[CH2:36][CH2:35][CH2:34][CH2:33]4)(=[O:28])=[O:27])[CH2:22][CH2:21]3)=[CH:5][CH:4]=2)[CH2:41][CH2:40][CH2:39][CH2:38]1, predict the reactants needed to synthesize it. The reactants are: [CH:1]([C:3]1[S:7][C:6]([C:8]2[CH:9]=[C:10]3[C:14](=[C:15]([C:17]([NH2:19])=[O:18])[CH:16]=2)[NH:13][CH:12]=[C:11]3[CH:20]2[CH2:25][CH2:24][N:23]([S:26]([CH2:29][CH2:30][CH2:31][N:32]3[CH2:36][CH2:35][CH2:34][CH2:33]3)(=[O:28])=[O:27])[CH2:22][CH2:21]2)=[CH:5][CH:4]=1)=O.[NH:37]1[CH2:41][CH2:40][CH2:39][CH2:38]1.[BH-](OC(C)=O)(OC(C)=O)OC(C)=O.[Na+].